This data is from M1 muscarinic receptor antagonist screen with 61,756 compounds. The task is: Binary Classification. Given a drug SMILES string, predict its activity (active/inactive) in a high-throughput screening assay against a specified biological target. (1) The drug is O=C(NC1CCCCC1)N1C(CC(OC)=O)C(=O)NCC1. The result is 0 (inactive). (2) The molecule is O=C(NC1CCCCC1)c1c2nc3c(nc2n(\N=C\c2occc2)c1N)cccc3. The result is 0 (inactive). (3) The molecule is S(=O)(=O)(N1CCN(CC1)C(=O)CSc1n(CC(C)C)c2c(n1)cccc2)c1ccccc1. The result is 1 (active).